This data is from Experimentally validated miRNA-target interactions with 360,000+ pairs, plus equal number of negative samples. The task is: Binary Classification. Given a miRNA mature sequence and a target amino acid sequence, predict their likelihood of interaction. (1) The miRNA is hsa-miR-6830-3p with sequence UGUCUUUCUUCUCUCCCUUGCAG. The protein sequence of the target gene is MAKGRVADRSPTEMLHSTPAGDRAVRTQGSAAPGSKDHLNEKPCAEAGSARTSLLILVSIFSCAAFVMFLVYKNFPQLSEEERVNMKVPRDMDDAKALGKVLSKYKDTFYVQVLVAYFATYIFLQTFAIPGSIFLSILSGFLYPFPLALFLVCLCSGLGASFCYMLSYLVGRPVVYKYLTEKAVKWSQQVERHREHLINYIIFLRITPFLPNWFINITSPVINVPLKVFFIGTFLGVAPPSFVAIKAGTTLHQLTTAGEAVSWSSVFILMVLALLSILPAIFQKQLKQKFE. Result: 0 (no interaction). (2) Result: 0 (no interaction). The protein sequence of the target gene is MRQPNRKRKLSLESTERMNQDRCTGQTEEEKKPGEVTTPSKRESSVTTAETWSWEQYLREGNAVAAPVELFSKDQSFPEHENGFQVGMRLEGIDARRPSVFCVLSVAEVCGYRLRLHFDGYLSCYDFWTNAGSPDIHPVGWCQKTKHELHIPRDYRKDKFVWMDYLKACRLQNAPKKLFRNRSSNGPVPREFQVGMKLEAVDRRNPCLMCVATIADIVEDRVRVHFDSLDDSFDYWCDVNSPYIQPVGWCQENGRTLVAPQGYPHPDKFSWTDYLRASQSKAVPAKAFGMRTPHGFLPNM.... The miRNA is hsa-miR-105-5p with sequence UCAAAUGCUCAGACUCCUGUGGU. (3) The miRNA is hsa-miR-4319 with sequence UCCCUGAGCAAAGCCAC. The protein sequence of the target gene is MAPSRLQLGLRAAYSGFSSVAGFSIFFVWTVVYRQPGTAAMGGLAGVLALWVLVTHVMYMQDYWRTWLRGLRGFFFVGALFSAVSVSAFCTFLALAITQHQSLKDPNSYYLSCVWSFISFKWAFLLSLYAHRYRADFADISILSDF. Result: 0 (no interaction). (4) The protein sequence of the target gene is MHCGPPDMVCETKIVAAEDHEALPGAKKDALLAAAGAMWPPLPAAPGPAAAPPAPPPAPVAQPHGGAGGAGPPGGRGVCIREFRAAEQEAARRIFYDGIMERIPNTAFRGLRQHPRAQLLYALLAALCFAVSRSLLLTCLVPAALLGLRYYYSRKVIRAYLECALHTDMADIEQYYMKPPGSCFWVAVLDGNVVGIVAARAHEEDNTVELLRMSVDSRFRGKGIAKALGRKVLEFAVVHNYSAVVLGTTAVKVAAHKLYESLGFRHMGASDHYVLPGMTLSLAERLFFQVRYHRYRLQLR.... Result: 1 (interaction). The miRNA is hsa-let-7e-5p with sequence UGAGGUAGGAGGUUGUAUAGUU. (5) The miRNA is hsa-miR-8081 with sequence CUUGAGUCGUGCCUUUCUGAAUG. The protein sequence of the target gene is MEPSPLELPVDAVRRIAAELNCDPTDERVALRLDEEDKLSHFRNCFYIPKMRDLPSIDLSLVSEDDDAIYFLGNSLGLQPKMVRTYLEEELDKWAKMGAYGHDVGKRPWIVGDESIVSLMKDIVGAHEKEIALMNALTINLHLLLLSFFKPTPKRHKILLEAKAFPSDHYAIESQIQLHGLDVEKSMRMVKPREGEETLRMEDILEVIEEEGDSIAVILFSGLHFYTGQLFNIPAITKAGHAKGCFVGFDLAHAVGNVELRLHDWGVDFACWCSYKYLNSGAGGLAGAFVHEKHAHTVKP.... Result: 0 (no interaction).